Dataset: NCI-60 drug combinations with 297,098 pairs across 59 cell lines. Task: Regression. Given two drug SMILES strings and cell line genomic features, predict the synergy score measuring deviation from expected non-interaction effect. (1) Cell line: CAKI-1. Drug 1: CC1C(C(CC(O1)OC2CC(CC3=C2C(=C4C(=C3O)C(=O)C5=C(C4=O)C(=CC=C5)OC)O)(C(=O)CO)O)N)O.Cl. Synergy scores: CSS=5.33, Synergy_ZIP=-1.81, Synergy_Bliss=-1.70, Synergy_Loewe=-2.87, Synergy_HSA=-1.32. Drug 2: C1CN(P(=O)(OC1)NCCCl)CCCl. (2) Drug 1: C1=CC=C(C(=C1)C(C2=CC=C(C=C2)Cl)C(Cl)Cl)Cl. Drug 2: CCCCCOC(=O)NC1=NC(=O)N(C=C1F)C2C(C(C(O2)C)O)O. Cell line: SK-OV-3. Synergy scores: CSS=0.955, Synergy_ZIP=-1.40, Synergy_Bliss=-3.12, Synergy_Loewe=-1.76, Synergy_HSA=-2.67. (3) Cell line: K-562. Synergy scores: CSS=86.2, Synergy_ZIP=3.64, Synergy_Bliss=2.78, Synergy_Loewe=-3.99, Synergy_HSA=-0.895. Drug 2: CN(CC1=CN=C2C(=N1)C(=NC(=N2)N)N)C3=CC=C(C=C3)C(=O)NC(CCC(=O)O)C(=O)O. Drug 1: CC1C(C(CC(O1)OC2CC(OC(C2O)C)OC3=CC4=CC5=C(C(=O)C(C(C5)C(C(=O)C(C(C)O)O)OC)OC6CC(C(C(O6)C)O)OC7CC(C(C(O7)C)O)OC8CC(C(C(O8)C)O)(C)O)C(=C4C(=C3C)O)O)O)O. (4) Synergy scores: CSS=-4.23, Synergy_ZIP=1.11, Synergy_Bliss=-0.425, Synergy_Loewe=-4.14, Synergy_HSA=-3.76. Drug 1: C1CCN(CC1)CCOC2=CC=C(C=C2)C(=O)C3=C(SC4=C3C=CC(=C4)O)C5=CC=C(C=C5)O. Drug 2: N.N.Cl[Pt+2]Cl. Cell line: OVCAR-5. (5) Drug 1: C1C(C(OC1N2C=NC3=C(N=C(N=C32)Cl)N)CO)O. Drug 2: CC12CCC3C(C1CCC2OP(=O)(O)O)CCC4=C3C=CC(=C4)OC(=O)N(CCCl)CCCl.[Na+]. Cell line: SW-620. Synergy scores: CSS=45.1, Synergy_ZIP=1.34, Synergy_Bliss=0.726, Synergy_Loewe=-43.3, Synergy_HSA=0.683. (6) Drug 1: CC1=C(N=C(N=C1N)C(CC(=O)N)NCC(C(=O)N)N)C(=O)NC(C(C2=CN=CN2)OC3C(C(C(C(O3)CO)O)O)OC4C(C(C(C(O4)CO)O)OC(=O)N)O)C(=O)NC(C)C(C(C)C(=O)NC(C(C)O)C(=O)NCCC5=NC(=CS5)C6=NC(=CS6)C(=O)NCCC[S+](C)C)O. Drug 2: CCCCC(=O)OCC(=O)C1(CC(C2=C(C1)C(=C3C(=C2O)C(=O)C4=C(C3=O)C=CC=C4OC)O)OC5CC(C(C(O5)C)O)NC(=O)C(F)(F)F)O. Cell line: M14. Synergy scores: CSS=21.4, Synergy_ZIP=-13.1, Synergy_Bliss=-10.3, Synergy_Loewe=-12.2, Synergy_HSA=-5.37. (7) Drug 1: C(=O)(N)NO. Drug 2: C1=NC2=C(N1)C(=S)N=CN2. Cell line: IGROV1. Synergy scores: CSS=12.2, Synergy_ZIP=-4.78, Synergy_Bliss=-1.83, Synergy_Loewe=-24.2, Synergy_HSA=-1.34.